This data is from Reaction yield outcomes from USPTO patents with 853,638 reactions. The task is: Predict the reaction yield, written as a fraction of the theoretical maximum amount of product (1.0 means a 100% yield; for example, 0.34 means a 34% yield). (1) The reactants are [NH2:1][C:2]1[CH:7]=[C:6]([O:8][CH3:9])[CH:5]=[CH:4][N:3]=1.Br[CH2:11][C:12](=O)[C:13]([O:15][CH2:16][CH3:17])=[O:14]. The catalyst is C(O)C. The product is [CH3:9][O:8][C:6]1[CH:5]=[CH:4][N:3]2[CH:11]=[C:12]([C:13]([O:15][CH2:16][CH3:17])=[O:14])[N:1]=[C:2]2[CH:7]=1. The yield is 0.580. (2) The reactants are [N+:1]([C:4]1[CH:9]=[CH:8][CH:7]=[C:6]([N+:10]([O-])=O)[C:5]=1[NH:13][CH2:14][CH2:15][CH2:16][NH:17][C:18](=[O:24])[O:19][C:20]([CH3:23])([CH3:22])[CH3:21])([O-])=O. The catalyst is [Pd].O1CCCC1. The product is [NH2:10][C:6]1[CH:7]=[CH:8][CH:9]=[C:4]([NH2:1])[C:5]=1[NH:13][CH2:14][CH2:15][CH2:16][NH:17][C:18](=[O:24])[O:19][C:20]([CH3:22])([CH3:21])[CH3:23]. The yield is 0.980. (3) The reactants are [C:1]([O:4][CH:5]([CH2:24][CH3:25])[CH2:6][C:7]1[C:15](=O)[N:14]2[C:10]([NH:11][C:12]3[CH:20]=[CH:19][CH:18]=[CH:17][C:13]=32)=[C:9]([C:21]#[N:22])[C:8]=1[CH3:23])(=[O:3])[CH3:2].P(Cl)(Cl)([Cl:28])=O. No catalyst specified. The product is [C:1]([O:4][CH:5]([CH2:24][CH3:25])[CH2:6][C:7]1[C:8]([CH3:23])=[C:9]([C:21]#[N:22])[C:10]2[N:14]([C:15]=1[Cl:28])[C:13]1[CH:17]=[CH:18][CH:19]=[CH:20][C:12]=1[N:11]=2)(=[O:3])[CH3:2]. The yield is 0.950. (4) The reactants are C(Cl)C[Cl:3].[NH2:5][C:6]1[N:11]=[CH:10][C:9]([CH:12]=[CH:13][C:14]([OH:16])=O)=[CH:8][CH:7]=1.C1C=CC2N(O)N=NC=2C=1.[Cl:27][C:28]1[C:32]2[CH:33]=[CH:34][CH:35]=[CH:36][C:31]=2[O:30][C:29]=1[CH2:37][NH:38][CH3:39].C(N(C(C)C)C(C)C)C. The catalyst is CN(C=O)C.O. The product is [ClH:3].[NH2:5][C:6]1[N:11]=[CH:10][C:9](/[CH:12]=[CH:13]/[C:14]([N:38]([CH2:37][C:29]2[O:30][C:31]3[CH:36]=[CH:35][CH:34]=[CH:33][C:32]=3[C:28]=2[Cl:27])[CH3:39])=[O:16])=[CH:8][CH:7]=1. The yield is 0.890. (5) The reactants are [CH3:1][N:2]1[C:6]([C:7]2[C:12]([F:13])=[CH:11][N:10]=[C:9]([NH2:14])[N:8]=2)=[CH:5][N:4]=[C:3]1[CH3:15].Br[C:17]1[CH:28]=[CH:27][C:20]([C:21]([N:23]2[CH2:26][CH2:25][CH2:24]2)=[O:22])=[C:19]([Cl:29])[CH:18]=1. No catalyst specified. The product is [N:23]1([C:21]([C:20]2[CH:27]=[CH:28][C:17]([NH:14][C:9]3[N:8]=[C:7]([C:6]4[N:2]([CH3:1])[C:3]([CH3:15])=[N:4][CH:5]=4)[C:12]([F:13])=[CH:11][N:10]=3)=[CH:18][C:19]=2[Cl:29])=[O:22])[CH2:26][CH2:25][CH2:24]1. The yield is 0.340. (6) The reactants are [N:1]1([C:12]([O:14][C:15]([CH3:18])([CH3:17])[CH3:16])=[O:13])[CH2:6][CH2:5][CH2:4][C@@H:3]([C:7]([O:9]CC)=[O:8])[CH2:2]1.[Li+].[OH-]. The catalyst is CO.O. The product is [C:15]([O:14][C:12]([N:1]1[CH2:6][CH2:5][CH2:4][C@@H:3]([C:7]([OH:9])=[O:8])[CH2:2]1)=[O:13])([CH3:18])([CH3:16])[CH3:17]. The yield is 0.920. (7) The reactants are [O:1]1[CH2:6][CH2:5][CH:4]([CH:7]=[O:8])[CH2:3][CH2:2]1.[C:9](#[N:12])[CH:10]=[CH2:11].[OH-].C([N+](C)(C)C)C1C=CC=CC=1.Cl. The catalyst is O1CCOCC1. The product is [CH:7]([C:4]1([CH2:11][CH2:10][C:9]#[N:12])[CH2:5][CH2:6][O:1][CH2:2][CH2:3]1)=[O:8]. The yield is 0.530. (8) The reactants are C1COCC1.C[Si](C)(C)[C:8]([F:11])([F:10])[F:9].[O:14]1[CH2:19][CH2:18][CH2:17][C:16](=[O:20])[CH2:15]1.Cl. The catalyst is O.CCOC(C)=O. The product is [F:9][C:8]([F:11])([F:10])[C:16]1([OH:20])[CH2:17][CH2:18][CH2:19][O:14][CH2:15]1. The yield is 0.470. (9) The reactants are [Cl:1][CH2:2][CH2:3][CH2:4][C:5]([C:7]1[CH:12]=[CH:11][C:10]([C:13]([CH3:19])([CH3:18])[C:14]([O:16][CH3:17])=[O:15])=[CH:9][CH:8]=1)=[O:6].[C:20]1([C:26]([C:34]2[CH:39]=[CH:38][CH:37]=[CH:36][CH:35]=2)([CH:28]2[CH2:33][CH2:32][NH:31][CH2:30][CH2:29]2)[OH:27])[CH:25]=[CH:24][CH:23]=[CH:22][CH:21]=1. The catalyst is C1(C)C=CC=CC=1. The product is [ClH:1].[OH:27][C:26]([C:34]1[CH:39]=[CH:38][CH:37]=[CH:36][CH:35]=1)([C:20]1[CH:21]=[CH:22][CH:23]=[CH:24][CH:25]=1)[CH:28]1[CH2:33][CH2:32][N:31]([CH2:2][CH2:3][CH2:4][C:5]([C:7]2[CH:12]=[CH:11][C:10]([C:13]([CH3:19])([CH3:18])[C:14]([O:16][CH3:17])=[O:15])=[CH:9][CH:8]=2)=[O:6])[CH2:30][CH2:29]1. The yield is 0.760.